Dataset: Full USPTO retrosynthesis dataset with 1.9M reactions from patents (1976-2016). Task: Predict the reactants needed to synthesize the given product. (1) Given the product [CH2:10]1[CH2:9][CH2:8][CH2:7][CH:6]=[CH:5]1.[C:9]1(=[O:11])[CH2:8][CH2:7][C:5](=[O:3])[CH2:10]1, predict the reactants needed to synthesize it. The reactants are: O[Li].[OH2:3].Br[CH:5]1[CH2:10][CH2:9][CH2:8][CH:7]=[CH:6]1.[OH2:11]. (2) Given the product [F:29][C:30]1[CH:31]=[C:32]([C:2]2[CH:3]=[CH:4][C:5]3[N:6]([C:8]([C:11]([F:28])([F:27])[C:12]4[CH:13]=[C:14]5[C:19](=[CH:20][CH:21]=4)[N:18]=[CH:17][C:16]([O:22][CH2:23][CH2:24][O:25][CH3:26])=[CH:15]5)=[N:9][N:10]=3)[N:7]=2)[CH:33]=[C:34]([F:36])[CH:35]=1, predict the reactants needed to synthesize it. The reactants are: Cl[C:2]1[CH:3]=[CH:4][C:5]2[N:6]([C:8]([C:11]([F:28])([F:27])[C:12]3[CH:13]=[C:14]4[C:19](=[CH:20][CH:21]=3)[N:18]=[CH:17][C:16]([O:22][CH2:23][CH2:24][O:25][CH3:26])=[CH:15]4)=[N:9][N:10]=2)[N:7]=1.[F:29][C:30]1[CH:31]=[C:32](B(O)O)[CH:33]=[C:34]([F:36])[CH:35]=1.FC1C=C(C2C=C(F)C3N(C(C(F)(F)C4C=C5C(=CC=4)N=CC(OC)=C5)=NN=3)C=2)C=C(F)C=1. (3) Given the product [NH2:1][C:2]1[C:33]([CH3:34])=[CH:32][C:5]([CH2:6][C@@H:7]([CH2:11][C:12]([N:13]2[CH2:14][CH2:15][CH:16]([N:19]3[CH2:25][CH2:24][C:23]4[CH:26]=[CH:27][CH:28]=[CH:29][C:22]=4[NH:21][C:20]3=[O:30])[CH2:17][CH2:18]2)=[O:31])[C:8]([N:45]2[CH2:46][CH2:47][N:42]([CH:39]3[CH2:40][CH2:41][O:36][CH2:37][CH2:38]3)[CH2:43][CH2:44]2)=[O:9])=[CH:4][C:3]=1[Cl:35], predict the reactants needed to synthesize it. The reactants are: [NH2:1][C:2]1[C:33]([CH3:34])=[CH:32][C:5]([CH2:6][C@@H:7]([CH2:11][C:12](=[O:31])[N:13]2[CH2:18][CH2:17][CH:16]([N:19]3[CH2:25][CH2:24][C:23]4[CH:26]=[CH:27][CH:28]=[CH:29][C:22]=4[NH:21][C:20]3=[O:30])[CH2:15][CH2:14]2)[C:8](O)=[O:9])=[CH:4][C:3]=1[Cl:35].[O:36]1[CH2:41][CH2:40][CH:39]([N:42]2[CH2:47][CH2:46][NH:45][CH2:44][CH2:43]2)[CH2:38][CH2:37]1. (4) Given the product [CH3:1][O:2][C:3]1[CH:8]=[CH:7][CH:6]=[CH:5][C:4]=1[C:9]1[CH:10]=[C:11]([OH:28])[CH:14]=[C:15]2[O:19][CH2:18][O:17][C:16]=12, predict the reactants needed to synthesize it. The reactants are: [CH3:1][O:2][C:3]1[CH:8]=[CH:7][CH:6]=[CH:5][C:4]=1[C:9]1[CH:10]=[C:11]([CH:14]=[C:15]2[O:19][CH2:18][O:17][C:16]=12)C=O.ClC1C=CC=C(C(OO)=[O:28])C=1. (5) Given the product [CH2:36]([O:43][C:44](=[O:45])[NH:46][C:47]1([C:50](=[O:51])[NH:52][C@H:53]([C:6](=[O:28])[NH:7][C@@H:8]([CH2:21][C:22]2[CH:23]=[CH:24][CH:25]=[CH:26][CH:27]=2)[CH:9]([C:11](=[O:20])[NH:12][CH2:13][C:14]2[CH:15]=[CH:16][CH:17]=[CH:18][CH:19]=2)[OH:10])[CH2:57][C:58]2[CH:63]=[CH:62][C:61]([O:64][CH3:65])=[CH:60][CH:59]=2)[CH2:48][CH2:49]1)[C:37]1[CH:42]=[CH:41][CH:40]=[CH:39][CH:38]=1, predict the reactants needed to synthesize it. The reactants are: C(O[C:6](=[O:28])[NH:7][C@@H:8]([CH2:21][C:22]1[CH:27]=[CH:26][CH:25]=[CH:24][CH:23]=1)[CH:9]([C:11](=[O:20])[NH:12][CH2:13][C:14]1[CH:19]=[CH:18][CH:17]=[CH:16][CH:15]=1)[OH:10])(C)(C)C.FC(F)(F)C(O)=O.[CH2:36]([O:43][C:44]([NH:46][C:47]1([C:50]([NH:52][C@@H:53]([CH2:57][C:58]2[CH:63]=[CH:62][C:61]([O:64][CH3:65])=[CH:60][CH:59]=2)C(O)=O)=[O:51])[CH2:49][CH2:48]1)=[O:45])[C:37]1[CH:42]=[CH:41][CH:40]=[CH:39][CH:38]=1.CN(C(ON1N=NC2C=CC=NC1=2)=[N+](C)C)C.F[P-](F)(F)(F)(F)F.C(N(CC)C(C)C)(C)C.